This data is from Forward reaction prediction with 1.9M reactions from USPTO patents (1976-2016). The task is: Predict the product of the given reaction. (1) Given the reactants CN(C(ON1N=NC2C=CC=NC1=2)=[N+](C)C)C.F[P-](F)(F)(F)(F)F.[Cl:25][C:26]1[N:30]2[CH:31]=[C:32]([C:39]3[O:40][CH:41]=[CH:42][CH:43]=3)[CH:33]=[C:34]([C:35]([F:38])([F:37])[F:36])[C:29]2=[N:28][C:27]=1[C:44]([OH:46])=O.[CH2:47]([NH2:55])[CH2:48][C:49]1[CH:54]=[CH:53][CH:52]=[CH:51][CH:50]=1, predict the reaction product. The product is: [CH2:47]([NH:55][C:44]([C:27]1[N:28]=[C:29]2[C:34]([C:35]([F:37])([F:36])[F:38])=[CH:33][C:32]([C:39]3[O:40][CH:41]=[CH:42][CH:43]=3)=[CH:31][N:30]2[C:26]=1[Cl:25])=[O:46])[CH2:48][C:49]1[CH:54]=[CH:53][CH:52]=[CH:51][CH:50]=1. (2) Given the reactants [Cl:1][C:2]1[CH:3]=[C:4]2[C:9](=[CH:10][CH:11]=1)[CH2:8][C:7](=O)[CH2:6][CH2:5]2.CN(C)[CH:15]=[O:16].P(Br)(Br)[Br:19], predict the reaction product. The product is: [Br:19][C:7]1[CH2:6][CH2:5][C:4]2[C:9](=[CH:10][CH:11]=[C:2]([Cl:1])[CH:3]=2)[C:8]=1[CH:15]=[O:16].